From a dataset of Reaction yield outcomes from USPTO patents with 853,638 reactions. Predict the reaction yield, written as a fraction of the theoretical maximum amount of product (1.0 means a 100% yield; for example, 0.34 means a 34% yield). The reactants are [CH3:1][C:2]1[NH:3][C:4]([CH3:22])=[C:5]2[C:10]=1[C:9]([CH2:11][C:12]1[CH:13]=[C:14]([CH:18]=[CH:19][CH:20]=1)[C:15](O)=[O:16])=[N:8][NH:7][C:6]2=[O:21].[CH3:23][O:24][CH:25]1[CH2:30][CH2:29][NH:28][CH2:27][CH2:26]1.C(N(CC)CC)C. The catalyst is CN(C=O)C. The product is [CH3:23][O:24][CH:25]1[CH2:30][CH2:29][N:28]([C:15]([C:14]2[CH:13]=[C:12]([CH:20]=[CH:19][CH:18]=2)[CH2:11][C:9]2[C:10]3[C:5](=[C:4]([CH3:22])[NH:3][C:2]=3[CH3:1])[C:6](=[O:21])[NH:7][N:8]=2)=[O:16])[CH2:27][CH2:26]1. The yield is 0.409.